From a dataset of Experimentally validated miRNA-target interactions with 360,000+ pairs, plus equal number of negative samples. Binary Classification. Given a miRNA mature sequence and a target amino acid sequence, predict their likelihood of interaction. (1) The miRNA is hsa-miR-188-3p with sequence CUCCCACAUGCAGGGUUUGCA. The protein sequence of the target gene is MEAEGLDWLLVPLHQLVSWGAAAAMVFGGVVPYVPQYRDIRRTQNADGFSTYVCLVLLVANILRILFWFGRRFESPLLWQSAIMILTMLLMLKLCTEVRVANELNARRRSFTAADSKDEEVKVAPRRSFLDFDPHHFWQWSSFSDYVQCVLAFTGVAGYITYLSIDSALFVETLGFLAVLTEAMLGVPQLYRNHRHQSTEGMSIKMVLMWTSGDAFKTAYFLLKGAPLQFSVCGLLQVLVDLAILGQAYAFARHPQKPAPHAVHPTGTKAL. Result: 1 (interaction). (2) The miRNA is hsa-miR-34a-5p with sequence UGGCAGUGUCUUAGCUGGUUGU. The protein sequence of the target gene is MFRDFGEPGPSSGNGGGYGGPAQPPAAAQAAQQKFHLVPSINTMSGSQELQWMVQPHFLGPSSYPRPLTYPQYSPPQPRPGVIRALGPPPGVRRRPCEQISPEEEERRRVRRERNKLAAAKCRNRRKELTDFLQAETDKLEDEKSGLQREIEELQKQKERLELVLEAHRPICKIPEGAKEGDTGSTSGTSSPPAPCRPVPCISLSPGPVLEPEALHTPTLMTTPSLTPFTPSLVFTYPSTPEPCASAHRKSSSSSGDPSSDPLGSPTLLAL. Result: 1 (interaction). (3) The miRNA is hsa-miR-335-5p with sequence UCAAGAGCAAUAACGAAAAAUGU. The protein sequence of the target gene is MYRVPEFYARRKRLGGQTPYLMDQLGLRLGMWYWKDETRTLEFRRFAAEDSVQWLLKHHPHFTPAAEVKEKGKKGKAVHFAETDGPASDRLTDKRLAAKDDKSAKAVEKRGQQGTITLDDVKFVTLLLLQDTEMQRICSFTTFMRNKNLDNFLMALLYYLSHYLEKNSLEKKPKSYMVGLVEKKEMELVLSELEAAQRYLAQKYCILVLGLAVPDKHHMCCGKEKISDTQKDWKFFESFYTFCTYVAWIVFRRQHLTEIEEEVGRLFRTNMFNIPRRRREDEESGGEKKRMTFVQFRRMM.... Result: 1 (interaction). (4) The miRNA is hsa-miR-3124-3p with sequence ACUUUCCUCACUCCCGUGAAGU. The protein sequence of the target gene is MDLKESPSEGSLQPSSIQIFANTSTLHGIRHIFVYGPLTIRRVLWAVAFVGSLGLLLVESSERVSYYFSYQHVTKVDEVVAQSLVFPAVTLCNLNGFRFSRLTTNDLYHAGELLALLDVNLQIPDPHLADPTVLEALRQKANFKHYKPKQFSMLEFLHRVGHDLKDMMLYCKFKGQECGHQDFTTVFTKYGKCYMFNSGEDGKPLLTTVKGGTGNGLEIMLDIQQDEYLPIWGETEETTFEAGVKVQIHSQSEPPFIQELGFGVAPGFQTFVATQEQRLTYLPPPWGECRSSEMGLDFFP.... Result: 0 (no interaction). (5) The miRNA is hsa-miR-1587 with sequence UUGGGCUGGGCUGGGUUGGG. The protein sequence of the target gene is MTDQTYCDRLVQDTPFLTGHGRLSEQQVDRIILQLNRYYPQILTNKEAEKFRNPKASLRVRLCDLLSHLQRSGERDCQEFYRALYIHAQPLHSRLPSRHALRKFHITNHACLVLARGGHPSLPLMAWMSSMTTQVCCSPGLASPLASAPPQRPPSGPEGRVWQAQAVQMLVSVSHFLPLPPSLSHGSFHTAWGILYVHSCPSFSNLIPRGSLHVCVDSNLVPTAAWRS. Result: 0 (no interaction). (6) The miRNA is hsa-miR-4498 with sequence UGGGCUGGCAGGGCAAGUGCUG. The protein sequence of the target gene is MLKPSVTSAPTADMATLTVVQPLTLDRDVARAIELLEKLQESGEVPVHKLQSLKKVLQSEFCTAIREVYQYMHETITVNGCPEFRARATAKATVAAFAASEGHSHPRVVELPKTDEGLGFNVMGGKEQNSPIYISRIIPGGVAERHGGLKRGDQLLSVNGVSVEGEHHEKAVELLKAAKDSVKLVVRYTPKVLEEMEARFEKLRTARRRQQQQLLIQQQQQQQQQQTQQNHMS. Result: 0 (no interaction).